Dataset: Catalyst prediction with 721,799 reactions and 888 catalyst types from USPTO. Task: Predict which catalyst facilitates the given reaction. Reactant: Br[CH2:2][C:3]([C:5]1[CH:10]=[C:9]([Cl:11])[CH:8]=[CH:7][C:6]=1[Cl:12])=O.[CH3:13][O:14][C:15]1[CH:16]=[C:17]([NH:27][C:28]([NH2:30])=[S:29])[CH:18]=[CH:19][C:20]=1[N:21]1[CH:25]=[C:24]([CH3:26])[N:23]=[CH:22]1.C(OCC)C. Product: [Cl:12][C:6]1[CH:7]=[CH:8][C:9]([Cl:11])=[CH:10][C:5]=1[C:3]1[N:30]=[C:28]([NH:27][C:17]2[CH:18]=[CH:19][C:20]([N:21]3[CH:25]=[C:24]([CH3:26])[N:23]=[CH:22]3)=[C:15]([O:14][CH3:13])[CH:16]=2)[S:29][CH:2]=1. The catalyst class is: 8.